Dataset: Forward reaction prediction with 1.9M reactions from USPTO patents (1976-2016). Task: Predict the product of the given reaction. (1) Given the reactants [CH2:1]([O:3][C:4]([O:6][CH2:7][C@H:8]1[O:37][C@@H:12]([O:13][C:14]2[CH:19]=[CH:18][CH:17]=[CH:16][C:15]=2[CH2:20][C:21]2[CH:26]=[CH:25][C:24]([CH2:27][CH2:28][O:29]CC3C=CC=CC=3)=[CH:23][CH:22]=2)[C@H:11]([OH:38])[C@@H:10]([OH:39])[C@@H:9]1[OH:40])=[O:5])[CH3:2], predict the reaction product. The product is: [CH2:1]([O:3][C:4]([O:6][CH2:7][C@H:8]1[O:37][C@@H:12]([O:13][C:14]2[CH:19]=[CH:18][CH:17]=[CH:16][C:15]=2[CH2:20][C:21]2[CH:22]=[CH:23][C:24]([CH2:27][CH2:28][OH:29])=[CH:25][CH:26]=2)[C@H:11]([OH:38])[C@@H:10]([OH:39])[C@@H:9]1[OH:40])=[O:5])[CH3:2]. (2) Given the reactants [C:1]1([CH2:11][C:12](O)=[O:13])([CH2:7][C:8](O)=[O:9])[CH2:6][CH2:5][CH2:4][CH2:3][CH2:2]1.C(=O)([O-])[O-].[K+].[K+].IC.O, predict the reaction product. The product is: [C:1]1([CH2:7][CH2:8][OH:9])([CH2:11][CH2:12][OH:13])[CH2:6][CH2:5][CH2:4][CH2:3][CH2:2]1. (3) Given the reactants [OH:1][N:2]=[C:3]([NH2:10])[C:4]1[CH:9]=[CH:8][CH:7]=[N:6][CH:5]=1.[F:11][C:12]1[CH:20]=[CH:19][C:18]([F:21])=[CH:17][C:13]=1[C:14](O)=O.N, predict the reaction product. The product is: [F:11][C:12]1[CH:20]=[CH:19][C:18]([F:21])=[CH:17][C:13]=1[C:14]1[O:1][N:2]=[C:3]([C:4]2[CH:5]=[N:6][CH:7]=[CH:8][CH:9]=2)[N:10]=1. (4) Given the reactants [CH2:1]([O:3][C:4](=[O:28])[C:5]([CH2:21][C:22]1[CH:27]=[CH:26][CH:25]=[CH:24][CH:23]=1)=[CH:6][C:7]1[N:8]([CH2:12][C:13]2[CH:18]=[C:17]([Cl:19])[CH:16]=[C:15]([Cl:20])[CH:14]=2)[CH:9]=[CH:10][N:11]=1)[CH3:2], predict the reaction product. The product is: [CH2:1]([O:3][C:4](=[O:28])[CH:5]([CH2:21][C:22]1[CH:23]=[CH:24][CH:25]=[CH:26][CH:27]=1)[CH2:6][C:7]1[N:8]([CH2:12][C:13]2[CH:18]=[C:17]([Cl:19])[CH:16]=[C:15]([Cl:20])[CH:14]=2)[CH:9]=[CH:10][N:11]=1)[CH3:2]. (5) Given the reactants [OH:1][C:2]([CH3:7])([CH3:6])[C:3](O)=[O:4].ON1C2C=CC=CC=2N=N1.CN1CCOCC1.[NH2:25][CH2:26][C:27]1[N:28]=[CH:29][C:30]([CH2:33][N:34]2[C:39]([CH3:40])=[CH:38][C:37]([O:41][CH2:42][C:43]3[CH:48]=[CH:47][C:46]([F:49])=[CH:45][C:44]=3[F:50])=[C:36]([Br:51])[C:35]2=[O:52])=[N:31][CH:32]=1.C(N=C=NCCCN(C)C)C, predict the reaction product. The product is: [Br:51][C:36]1[C:35](=[O:52])[N:34]([CH2:33][C:30]2[N:31]=[CH:32][C:27]([CH2:26][NH:25][C:3](=[O:4])[C:2]([OH:1])([CH3:7])[CH3:6])=[N:28][CH:29]=2)[C:39]([CH3:40])=[CH:38][C:37]=1[O:41][CH2:42][C:43]1[CH:48]=[CH:47][C:46]([F:49])=[CH:45][C:44]=1[F:50]. (6) Given the reactants C(P(CCCC)CCCC)CCC.N(C(OC(C)C)=O)=NC(OC(C)C)=O.[Cl:28][C:29]1[CH:34]=[C:33]([CH2:35][OH:36])[CH:32]=[CH:31][N:30]=1.[C:37]1(O)[CH:42]=[CH:41][CH:40]=[CH:39][CH:38]=1, predict the reaction product. The product is: [Cl:28][C:29]1[CH:34]=[C:33]([CH2:35][O:36][C:37]2[CH:42]=[CH:41][CH:40]=[CH:39][CH:38]=2)[CH:32]=[CH:31][N:30]=1. (7) Given the reactants [Br:1][C:2]1[CH:7]=[CH:6][C:5]([C:8](=C2CCOCC2)[C:9]2[CH:14]=[CH:13][C:12]([OH:15])=[CH:11][CH:10]=2)=[CH:4][CH:3]=1.C1(=C(C2C=CC(O)=CC=2)C2C=CC(/C=C/C(N)=O)=CC=2)CCCCC1.[CH3:47][C:48]1([CH3:57])[CH2:53][C:52](=O)[CH2:51][C:50]([CH3:56])([CH3:55])[O:49]1, predict the reaction product. The product is: [Br:1][C:2]1[CH:3]=[CH:4][C:5]([C:8](=[C:52]2[CH2:53][C:48]([CH3:57])([CH3:47])[O:49][C:50]([CH3:56])([CH3:55])[CH2:51]2)[C:9]2[CH:14]=[CH:13][C:12]([OH:15])=[CH:11][CH:10]=2)=[CH:6][CH:7]=1. (8) Given the reactants [H-].[Na+].[Br:3][C:4]1[CH:5]=[CH:6][C:7]2[N:8]([CH2:18][CH:19]([OH:30])[CH2:20][NH:21][C:22]3[CH:27]=[CH:26][CH:25]=[C:24]([O:28][CH3:29])[CH:23]=3)[C:9]3[C:14]([C:15]=2[CH:16]=1)=[CH:13][C:12]([Br:17])=[CH:11][CH:10]=3.[CH3:31]I, predict the reaction product. The product is: [Br:17][C:12]1[CH:11]=[CH:10][C:9]2[N:8]([CH2:18][CH:19]([O:30][CH3:31])[CH2:20][NH:21][C:22]3[CH:27]=[CH:26][CH:25]=[C:24]([O:28][CH3:29])[CH:23]=3)[C:7]3[C:15]([C:14]=2[CH:13]=1)=[CH:16][C:4]([Br:3])=[CH:5][CH:6]=3. (9) Given the reactants [CH2:1]([C:5]1([CH3:34])[C:14]2[C:9](=[CH:10][CH:11]=[CH:12][CH:13]=2)[C:8]([OH:15])=[C:7]([C:16]2[NH:21][C:20]3[CH:22]=[CH:23][C:24]([O:26][CH2:27][C:28]([NH2:30])=[O:29])=[CH:25][C:19]=3[S:18](=[O:32])(=[O:31])[N:17]=2)[C:6]1=[O:33])[CH2:2][CH2:3][CH3:4].[OH-].[Na+:36], predict the reaction product. The product is: [NH2:30][C:28](=[O:29])[CH2:27][O:26][C:24]1[CH:23]=[CH:22][C:20]2[NH:21][C:16]([C:7]3[C:6](=[O:33])[C:5]([CH2:1][CH2:2][CH2:3][CH3:4])([CH3:34])[C:14]4[C:9](=[CH:10][CH:11]=[CH:12][CH:13]=4)[C:8]=3[O-:15])=[N:17][S:18](=[O:31])(=[O:32])[C:19]=2[CH:25]=1.[Na+:36].